Dataset: Merck oncology drug combination screen with 23,052 pairs across 39 cell lines. Task: Regression. Given two drug SMILES strings and cell line genomic features, predict the synergy score measuring deviation from expected non-interaction effect. (1) Drug 1: CN1C(=O)C=CC2(C)C3CCC4(C)C(NC(=O)OCC(F)(F)F)CCC4C3CCC12. Drug 2: Nc1ccn(C2OC(CO)C(O)C2(F)F)c(=O)n1. Cell line: HT29. Synergy scores: synergy=0.859. (2) Drug 1: CC(=O)OC1C(=O)C2(C)C(O)CC3OCC3(OC(C)=O)C2C(OC(=O)c2ccccc2)C2(O)CC(OC(=O)C(O)C(NC(=O)c3ccccc3)c3ccccc3)C(C)=C1C2(C)C. Drug 2: C#Cc1cccc(Nc2ncnc3cc(OCCOC)c(OCCOC)cc23)c1. Cell line: A375. Synergy scores: synergy=67.0. (3) Drug 1: NC1(c2ccc(-c3nc4ccn5c(=O)[nH]nc5c4cc3-c3ccccc3)cc2)CCC1. Drug 2: CCc1cnn2c(NCc3ccc[n+]([O-])c3)cc(N3CCCCC3CCO)nc12. Cell line: OV90. Synergy scores: synergy=6.68. (4) Drug 1: CCC1=CC2CN(C1)Cc1c([nH]c3ccccc13)C(C(=O)OC)(c1cc3c(cc1OC)N(C)C1C(O)(C(=O)OC)C(OC(C)=O)C4(CC)C=CCN5CCC31C54)C2. Drug 2: CCc1cnn2c(NCc3ccc[n+]([O-])c3)cc(N3CCCCC3CCO)nc12. Cell line: OVCAR3. Synergy scores: synergy=-17.9. (5) Drug 2: NC1(c2ccc(-c3nc4ccn5c(=O)[nH]nc5c4cc3-c3ccccc3)cc2)CCC1. Synergy scores: synergy=5.47. Cell line: COLO320DM. Drug 1: CN(C)C(=N)N=C(N)N. (6) Drug 1: CS(=O)(=O)CCNCc1ccc(-c2ccc3ncnc(Nc4ccc(OCc5cccc(F)c5)c(Cl)c4)c3c2)o1. Drug 2: CCc1c2c(nc3ccc(O)cc13)-c1cc3c(c(=O)n1C2)COC(=O)C3(O)CC. Cell line: HCT116. Synergy scores: synergy=32.2. (7) Drug 1: NC1CCCCC1N.O=C(O)C(=O)O.[Pt+2]. Drug 2: CCc1cnn2c(NCc3ccc[n+]([O-])c3)cc(N3CCCCC3CCO)nc12. Cell line: T47D. Synergy scores: synergy=14.1. (8) Drug 1: CC1(c2nc3c(C(N)=O)cccc3[nH]2)CCCN1. Drug 2: CCc1c2c(nc3ccc(O)cc13)-c1cc3c(c(=O)n1C2)COC(=O)C3(O)CC. Cell line: SKMEL30. Synergy scores: synergy=29.7.